This data is from Forward reaction prediction with 1.9M reactions from USPTO patents (1976-2016). The task is: Predict the product of the given reaction. (1) Given the reactants [CH3:1][C:2]([CH3:33])([CH3:32])[C:3]([O:5][CH2:6][C:7]1[CH:8]=[C:9]2[C:13](=[C:14]([N+:16]([O-])=O)[CH:15]=1)[NH:12][C:11]([C:19]1[S:20][CH2:21][C@@H:22]([CH2:24][O:25][C:26](=[O:31])[C:27]([CH3:30])([CH3:29])[CH3:28])[N:23]=1)=[CH:10]2)=[O:4].[C:34]1(=O)[CH2:38][CH2:37][CH2:36][CH2:35]1, predict the reaction product. The product is: [CH:34]1([NH:16][C:14]2[CH:15]=[C:7]([CH2:6][O:5][C:3](=[O:4])[C:2]([CH3:33])([CH3:32])[CH3:1])[CH:8]=[C:9]3[C:13]=2[NH:12][C:11]([C:19]2[S:20][CH2:21][C@@H:22]([CH2:24][O:25][C:26](=[O:31])[C:27]([CH3:30])([CH3:29])[CH3:28])[N:23]=2)=[CH:10]3)[CH2:38][CH2:37][CH2:36][CH2:35]1. (2) Given the reactants [F:1][C:2]1[C:3]([I:31])=[C:4]2[C:14]3[C:9](=[CH:10][N:11]=[C:12]([C:15]4[CH:16]=[N:17][CH:18]=[CH:19][CH:20]=4)[CH:13]=3)[N:8](S(C3C=CC(C)=CC=3)(=O)=O)[C:5]2=[N:6][CH:7]=1.CO.[OH-].[Li+].Cl, predict the reaction product. The product is: [F:1][C:2]1[C:3]([I:31])=[C:4]2[C:14]3[C:9](=[CH:10][N:11]=[C:12]([C:15]4[CH:16]=[N:17][CH:18]=[CH:19][CH:20]=4)[CH:13]=3)[NH:8][C:5]2=[N:6][CH:7]=1. (3) Given the reactants [CH3:1][C@@H:2]1[C@H:6]([OH:7])[C@@H:5]([CH2:8][OH:9])[O:4][C@H:3]1[N:10]1[CH:17]=[CH:16][C:14]([NH2:15])=[N:13][C:11]1=[S:12].C[Si](C)(C)Cl.[C:23](Cl)(=[O:30])[C:24]1[CH:29]=[CH:28][CH:27]=[CH:26][CH:25]=1.[OH-].[NH4+], predict the reaction product. The product is: [C:23]([NH:15][C:14]1[CH:16]=[CH:17][N:10]([C@@H:3]2[O:4][C@H:5]([CH2:8][OH:9])[C@@H:6]([OH:7])[C@H:2]2[CH3:1])[C:11](=[S:12])[N:13]=1)(=[O:30])[C:24]1[CH:29]=[CH:28][CH:27]=[CH:26][CH:25]=1. (4) Given the reactants Cl.[CH3:2][C:3]1[C:7]([CH2:8][N:9]2[CH:13]=[C:12]([NH2:14])[CH:11]=[N:10]2)=[C:6]([CH3:15])[O:5][N:4]=1.[N:16]1[CH:21]=[CH:20][CH:19]=[CH:18][C:17]=1[C:22](O)=[O:23].C1C=CC2N(O)N=NC=2C=1.C(N(CC)CC)C.C(Cl)CCl, predict the reaction product. The product is: [CH3:2][C:3]1[C:7]([CH2:8][N:9]2[CH:13]=[C:12]([NH:14][C:22](=[O:23])[C:17]3[CH:18]=[CH:19][CH:20]=[CH:21][N:16]=3)[CH:11]=[N:10]2)=[C:6]([CH3:15])[O:5][N:4]=1.